Dataset: Reaction yield outcomes from USPTO patents with 853,638 reactions. Task: Predict the reaction yield, written as a fraction of the theoretical maximum amount of product (1.0 means a 100% yield; for example, 0.34 means a 34% yield). (1) The reactants are C([O:3][C:4]([C@@:6]1([NH:11][C:12]([C@@H:14]2[CH2:18][C@@H:17]([O:19][C:20]3[C:29]4[C:24](=[CH:25][C:26]([O:30][CH3:31])=[CH:27][CH:28]=4)[N:23]=[C:22]([C:32]4[CH:37]=[CH:36][CH:35]=[CH:34][CH:33]=4)[CH:21]=3)[CH2:16][C@H:15]2[C:38](=[O:59])[NH:39][C@H:40]([C:45](=[O:58])[NH:46][C@@H:47]([CH:52]2[CH2:57][CH2:56][CH2:55][CH2:54][CH2:53]2)[C:48](=[O:51])[NH:49][CH3:50])[C:41]([CH3:44])([CH3:43])[CH3:42])=[O:13])[CH2:8][C@H:7]1[CH:9]=[CH2:10])=[O:5])C.[Li+].[OH-].Cl. The catalyst is C1COCC1.CO.O. The product is [CH:52]1([C@H:47]([NH:46][C:45]([C@@H:40]([NH:39][C:38]([C@@H:15]2[CH2:16][C@H:17]([O:19][C:20]3[C:29]4[C:24](=[CH:25][C:26]([O:30][CH3:31])=[CH:27][CH:28]=4)[N:23]=[C:22]([C:32]4[CH:33]=[CH:34][CH:35]=[CH:36][CH:37]=4)[CH:21]=3)[CH2:18][C@H:14]2[C:12]([NH:11][C@:6]2([C:4]([OH:5])=[O:3])[CH2:8][C@H:7]2[CH:9]=[CH2:10])=[O:13])=[O:59])[C:41]([CH3:43])([CH3:42])[CH3:44])=[O:58])[C:48](=[O:51])[NH:49][CH3:50])[CH2:57][CH2:56][CH2:55][CH2:54][CH2:53]1. The yield is 0.670. (2) The reactants are [CH2:1]([O:3][C:4]([C:6]1[C:15](=[O:16])[N:14]2[C:9]([C:10]([CH3:18])=[C:11](Cl)[CH:12]=[CH:13]2)=[C:8]([CH:19]2[CH2:21][CH2:20]2)[CH:7]=1)=[O:5])[CH3:2].[Cl:22][C:23]1[CH:28]=[CH:27][C:26](B(O)O)=[CH:25][CH:24]=1.C([O-])([O-])=O.[Na+].[Na+]. The catalyst is C1COCC1.Cl[Pd](Cl)([P](C1C=CC=CC=1)(C1C=CC=CC=1)C1C=CC=CC=1)[P](C1C=CC=CC=1)(C1C=CC=CC=1)C1C=CC=CC=1. The product is [CH:19]1([C:8]2[CH:7]=[C:6]([C:4]([O:3][CH2:1][CH3:2])=[O:5])[C:15](=[O:16])[N:14]3[C:9]=2[C:10]([CH3:18])=[C:11]([C:26]2[CH:27]=[CH:28][C:23]([Cl:22])=[CH:24][CH:25]=2)[CH:12]=[CH:13]3)[CH2:21][CH2:20]1. The yield is 0.620. (3) The reactants are [N:1]([O-])=O.[Na+].[CH3:5][C:6]1[CH:7]=[C:8]([CH:10]=[C:11]([CH3:25])[C:12]=1[O:13][C:14]1[CH:19]=[CH:18][C:17]([O:20][CH3:21])=[C:16]([CH:22]([CH3:24])[CH3:23])[CH:15]=1)[NH2:9].Cl.[Sn](Cl)Cl. The catalyst is O.C(O)C. The product is [CH3:25][C:11]1[CH:10]=[C:8]([NH:9][NH2:1])[CH:7]=[C:6]([CH3:5])[C:12]=1[O:13][C:14]1[CH:19]=[CH:18][C:17]([O:20][CH3:21])=[C:16]([CH:22]([CH3:23])[CH3:24])[CH:15]=1. The yield is 0.450. (4) The reactants are [CH2:1]([N:8]1[C:16]2[C:11](=[CH:12][C:13](Br)=[CH:14][CH:15]=2)[CH:10]=[CH:9]1)[C:2]1[CH:7]=[CH:6][CH:5]=[CH:4][CH:3]=1.[F:18][C:19]([F:31])([F:30])[O:20][C:21]1[CH:26]=[CH:25][C:24](B(O)O)=[CH:23][CH:22]=1.ClCCl.C(=O)([O-])[O-].[K+].[K+]. The catalyst is O1CCOCC1.O.C1C=CC(P(C2C=CC=CC=2)[C-]2C=CC=C2)=CC=1.C1C=CC(P(C2C=CC=CC=2)[C-]2C=CC=C2)=CC=1.Cl[Pd]Cl.[Fe+2]. The product is [CH2:1]([N:8]1[C:16]2[C:11](=[CH:12][C:13]([C:24]3[CH:23]=[CH:22][C:21]([O:20][C:19]([F:18])([F:30])[F:31])=[CH:26][CH:25]=3)=[CH:14][CH:15]=2)[CH:10]=[CH:9]1)[C:2]1[CH:7]=[CH:6][CH:5]=[CH:4][CH:3]=1. The yield is 0.420. (5) The reactants are Cl[C:2]1[C:7]([CH3:8])=[N:6][C:5]([CH3:9])=[CH:4][N:3]=1.[C:10]1([C:20]2[CH:25]=[CH:24][C:23](B(O)O)=[CH:22][CH:21]=2)[C:19]2[C:14](=[CH:15][CH:16]=[CH:17][CH:18]=2)[CH:13]=[CH:12][CH:11]=1.C(=O)([O-])[O-].[Na+].[Na+]. The catalyst is Cl[Pd](Cl)([P](C1C=CC=CC=1)(C1C=CC=CC=1)C1C=CC=CC=1)[P](C1C=CC=CC=1)(C1C=CC=CC=1)C1C=CC=CC=1.O.C(#N)C. The product is [CH3:8][C:7]1[C:2]([C:23]2[CH:24]=[CH:25][C:20]([C:10]3[C:19]4[C:14](=[CH:15][CH:16]=[CH:17][CH:18]=4)[CH:13]=[CH:12][CH:11]=3)=[CH:21][CH:22]=2)=[N:3][CH:4]=[C:5]([CH3:9])[N:6]=1. The yield is 0.500. (6) The reactants are C([O:3][CH:4](OCC)[CH2:5][N:6]1[C:10](=[O:11])[C:9]2=[CH:12][CH:13]=[CH:14][CH:15]=[C:8]2[C:7]1=[O:16])C. The catalyst is Cl. The product is [O:16]=[C:7]1[C:8]2[C:9](=[CH:12][CH:13]=[CH:14][CH:15]=2)[C:10](=[O:11])[N:6]1[CH2:5][CH:4]=[O:3]. The yield is 0.864.